Dataset: Full USPTO retrosynthesis dataset with 1.9M reactions from patents (1976-2016). Task: Predict the reactants needed to synthesize the given product. Given the product [CH2:18]([C:2]1[CH:3]=[CH:4][C:5]2[CH:6]=[CH:7][NH:8][C:9](=[O:11])[C:10]=2[N:1]=1)[C:19]1[CH:24]=[CH:23][CH:22]=[CH:21][CH:20]=1, predict the reactants needed to synthesize it. The reactants are: [N:1]1[C:10]2[C:5](=[CH:6][CH:7]=[N:8][C:9]=2[OH:11])[CH:4]=[CH:3][CH:2]=1.C(=O)([O-])[O-].[Cs+].[Cs+].[CH2:18](Br)[C:19]1[CH:24]=[CH:23][CH:22]=[CH:21][CH:20]=1.